This data is from Peptide-MHC class II binding affinity with 134,281 pairs from IEDB. The task is: Regression. Given a peptide amino acid sequence and an MHC pseudo amino acid sequence, predict their binding affinity value. This is MHC class II binding data. (1) The peptide sequence is SRYLTAAAVTAVLQD. The MHC is H-2-IAd with pseudo-sequence H-2-IAd. The binding affinity (normalized) is 0.748. (2) The peptide sequence is CGRRHSVRIRVRSGG. The MHC is HLA-DQA10501-DQB10201 with pseudo-sequence HLA-DQA10501-DQB10201. The binding affinity (normalized) is 0.0764. (3) The binding affinity (normalized) is 0.669. The MHC is DRB4_0103 with pseudo-sequence DRB4_0103. The peptide sequence is TIPLVALTLTSYLGLK. (4) The peptide sequence is AFKVAATAANSAPAN. The MHC is DRB1_0701 with pseudo-sequence DRB1_0701. The binding affinity (normalized) is 0.691. (5) The peptide sequence is LEQDKCVTVMAPDKP. The MHC is DRB1_0101 with pseudo-sequence DRB1_0101. The binding affinity (normalized) is 0. (6) The peptide sequence is RWLLLNVTSEDLGKT. The MHC is DRB4_0103 with pseudo-sequence DRB4_0103. The binding affinity (normalized) is 0.514.